This data is from NCI-60 drug combinations with 297,098 pairs across 59 cell lines. The task is: Regression. Given two drug SMILES strings and cell line genomic features, predict the synergy score measuring deviation from expected non-interaction effect. (1) Drug 1: CC1=CC2C(CCC3(C2CCC3(C(=O)C)OC(=O)C)C)C4(C1=CC(=O)CC4)C. Drug 2: CCCS(=O)(=O)NC1=C(C(=C(C=C1)F)C(=O)C2=CNC3=C2C=C(C=N3)C4=CC=C(C=C4)Cl)F. Cell line: SNB-75. Synergy scores: CSS=-4.04, Synergy_ZIP=3.72, Synergy_Bliss=1.71, Synergy_Loewe=-3.37, Synergy_HSA=-3.81. (2) Drug 1: CN(CC1=CN=C2C(=N1)C(=NC(=N2)N)N)C3=CC=C(C=C3)C(=O)NC(CCC(=O)O)C(=O)O. Cell line: BT-549. Synergy scores: CSS=29.5, Synergy_ZIP=-6.81, Synergy_Bliss=-4.29, Synergy_Loewe=-6.83, Synergy_HSA=-3.01. Drug 2: CCC1(CC2CC(C3=C(CCN(C2)C1)C4=CC=CC=C4N3)(C5=C(C=C6C(=C5)C78CCN9C7C(C=CC9)(C(C(C8N6C=O)(C(=O)OC)O)OC(=O)C)CC)OC)C(=O)OC)O.OS(=O)(=O)O.